From a dataset of Reaction yield outcomes from USPTO patents with 853,638 reactions. Predict the reaction yield, written as a fraction of the theoretical maximum amount of product (1.0 means a 100% yield; for example, 0.34 means a 34% yield). (1) The reactants are [O:1]=[C:2]1[NH:7][C:6]2[CH:8]=[C:9]([C:12]#[N:13])[CH:10]=[CH:11][C:5]=2[O:4][CH2:3]1.[H-].[Na+].CS(O[CH2:21][CH2:22][CH2:23][CH:24]1[CH2:29][CH2:28][N:27]([C:30]([O:32][C:33]([CH3:36])([CH3:35])[CH3:34])=[O:31])[CH2:26][CH:25]1[C:37]([O:39][CH3:40])=[O:38])(=O)=O.Cl. The catalyst is CN(C)C=O.C(OCC)(=O)C.O. The product is [C:12]([C:9]1[CH:10]=[CH:11][C:5]2[O:4][CH2:3][C:2](=[O:1])[N:7]([CH2:21][CH2:22][CH2:23][CH:24]3[CH2:29][CH2:28][N:27]([C:30]([O:32][C:33]([CH3:34])([CH3:35])[CH3:36])=[O:31])[CH2:26][CH:25]3[C:37]([O:39][CH3:40])=[O:38])[C:6]=2[CH:8]=1)#[N:13]. The yield is 0.640. (2) The product is [CH2:4]([N:6]([CH2:7][CH3:8])[C:33]([C:29]1[CH:30]=[CH:31][C:32]2[CH:19]([CH:16]3[CH2:17][CH2:18][NH:13][CH2:14][CH2:15]3)[C:20]3[C:25]([O:26][C:27]=2[CH:28]=1)=[CH:24][CH:23]=[CH:22][CH:21]=3)=[NH:34])[CH3:5]. The catalyst is C(OCC)C. The yield is 0.108. The reactants are C[Mg]Br.[CH2:4]([NH:6][CH2:7][CH3:8])[CH3:5].FC(F)(F)C([N:13]1[CH2:18][CH2:17][CH:16]([CH:19]2[C:32]3[CH:31]=[CH:30][C:29]([C:33]#[N:34])=[CH:28][C:27]=3[O:26][C:25]3[C:20]2=[CH:21][CH:22]=[CH:23][CH:24]=3)[CH2:15][CH2:14]1)=O.O. (3) The product is [ClH:14].[O:13]=[S:12]1[O:11][CH:8]([CH2:7][N:1]2[CH2:6][CH2:5][O:4][CH2:3][CH2:2]2)[CH2:9][O:10]1. The catalyst is C(Cl)Cl. The yield is 0.970. The reactants are [N:1]1([CH2:7][CH:8]([OH:11])[CH2:9][OH:10])[CH2:6][CH2:5][O:4][CH2:3][CH2:2]1.[S:12](Cl)([Cl:14])=[O:13].